Dataset: Forward reaction prediction with 1.9M reactions from USPTO patents (1976-2016). Task: Predict the product of the given reaction. (1) Given the reactants Cl[C:2]1[CH:7]=[CH:6][C:5]([N+:8]([O-:10])=[O:9])=[CH:4][C:3]=1[C:11]1[O:12][C:13]2[CH:19]=[CH:18][C:17]([CH3:20])=[CH:16][C:14]=2[N:15]=1.[CH3:21][NH:22][CH3:23], predict the reaction product. The product is: [CH3:21][N:22]([CH3:23])[C:2]1[CH:7]=[CH:6][C:5]([N+:8]([O-:10])=[O:9])=[CH:4][C:3]=1[C:11]1[O:12][C:13]2[CH:19]=[CH:18][C:17]([CH3:20])=[CH:16][C:14]=2[N:15]=1. (2) Given the reactants Br[C:2]1[N:6]=[C:5]([C:7]2[CH:12]=[CH:11][C:10]([NH:13][C:14](=[O:20])[O:15][C:16]([CH3:19])([CH3:18])[CH3:17])=[CH:9][CH:8]=2)[S:4][N:3]=1.[Li+].C[Si]([N-:26][Si](C)(C)C)(C)C, predict the reaction product. The product is: [NH2:26][C:2]1[N:6]=[C:5]([C:7]2[CH:12]=[CH:11][C:10]([NH:13][C:14](=[O:20])[O:15][C:16]([CH3:19])([CH3:18])[CH3:17])=[CH:9][CH:8]=2)[S:4][N:3]=1. (3) Given the reactants F[C:2]1[N:7]=[C:6]([C:8]2[C:16]3[C:11](=[CH:12][N:13]=[C:14]([C:17]4[CH:18]=[N:19][N:20]([CH3:22])[CH:21]=4)[CH:15]=3)[N:10](C3CCCCO3)[N:9]=2)[CH:5]=[CH:4][CH:3]=1.[F:29][C:30]([F:45])([F:44])[C:31]1([NH:36]C(=O)OC(C)(C)C)[CH2:35][CH2:34][NH:33][CH2:32]1, predict the reaction product. The product is: [CH3:22][N:20]1[CH:21]=[C:17]([C:14]2[CH:15]=[C:16]3[C:8]([C:6]4[N:7]=[C:2]([N:33]5[CH2:34][CH2:35][C:31]([C:30]([F:45])([F:44])[F:29])([NH2:36])[CH2:32]5)[CH:3]=[CH:4][CH:5]=4)=[N:9][NH:10][C:11]3=[CH:12][N:13]=2)[CH:18]=[N:19]1. (4) Given the reactants [F:1][C:2]([F:12])([F:11])[C:3]1[CH:8]=[CH:7][C:6]([NH2:9])=[C:5]([NH2:10])[CH:4]=1.Cl.[OH-].[NH4+].[CH:16](O)=O, predict the reaction product. The product is: [F:1][C:2]([F:11])([F:12])[C:3]1[CH:8]=[CH:7][C:6]2[NH:9][CH:16]=[N:10][C:5]=2[CH:4]=1. (5) The product is: [Br:1][C:2]1[CH:7]=[CH:6][C:5]([NH:8][C:9]2[C:18]3[C:13](=[CH:14][C:15]([O:24][CH3:25])=[C:16]([O:19][CH2:20][CH2:21][CH2:22][N:39]4[CH2:38][CH:37]5[CH2:33][N:34]([C:41]([O:43][C:44]([CH3:47])([CH3:46])[CH3:45])=[O:42])[CH2:35][CH:36]5[CH2:40]4)[CH:17]=3)[N:12]=[CH:11][N:10]=2)=[C:4]([F:26])[CH:3]=1. Given the reactants [Br:1][C:2]1[CH:7]=[CH:6][C:5]([NH:8][C:9]2[C:18]3[C:13](=[CH:14][C:15]([O:24][CH3:25])=[C:16]([O:19][CH2:20][CH2:21][CH2:22]Cl)[CH:17]=3)[N:12]=[CH:11][N:10]=2)=[C:4]([F:26])[CH:3]=1.C([O-])([O-])=O.[K+].[K+].[CH2:33]1[CH:37]2[CH2:38][NH:39][CH2:40][CH:36]2[CH2:35][N:34]1[C:41]([O:43][C:44]([CH3:47])([CH3:46])[CH3:45])=[O:42], predict the reaction product. (6) Given the reactants [S:1](=[CH:4][CH2:5][CH2:6][CH2:7][N+:8]1[CH:13]=[CH:12][CH:11]=[CH:10][CH:9]=1)(=[O:3])=[O:2].[S:14](=[O:18])(=[O:17])([OH:16])[OH:15], predict the reaction product. The product is: [S:14]([O-:18])([OH:17])(=[O:16])=[O:15].[S:1](=[CH:4][CH2:5][CH2:6][CH2:7][N+:8]1[CH:13]=[CH:12][CH:11]=[CH:10][CH:9]=1)(=[O:2])=[O:3]. (7) Given the reactants Br[C:2]1[CH:3]=[C:4]([N:8]2[CH2:16][CH:15]3[CH2:17][N:11]4[CH2:12][CH:13]([CH2:18][CH:9]2[CH2:10]4)[CH2:14]3)[CH:5]=[N:6][CH:7]=1.[CH3:19][C:20]1[CH:25]=[CH:24][C:23](B(O)O)=[CH:22][CH:21]=1, predict the reaction product. The product is: [CH3:19][C:20]1[CH:25]=[CH:24][C:23]([C:2]2[CH:3]=[C:4]([N:8]3[CH2:16][CH:15]4[CH2:17][N:11]5[CH2:12][CH:13]([CH2:18][CH:9]3[CH2:10]5)[CH2:14]4)[CH:5]=[N:6][CH:7]=2)=[CH:22][CH:21]=1. (8) The product is: [CH3:14][O:13][C:4]1[CH:5]=[C:6]([CH:7]=[CH:8][C:3]=1[O:2][CH3:1])[O:9][CH2:10][C:11]#[C:12][C:23]([C@@H:25]1[CH2:29][CH2:28][CH2:27][N:26]1[C:30]([O:32][C:33]([CH3:36])([CH3:35])[CH3:34])=[O:31])=[O:24]. Given the reactants [CH3:1][O:2][C:3]1[CH:8]=[CH:7][C:6]([O:9][CH2:10][C:11]#[CH:12])=[CH:5][C:4]=1[O:13][CH3:14].[Li]CCCC.CON(C)[C:23]([C@@H:25]1[CH2:29][CH2:28][CH2:27][N:26]1[C:30]([O:32][C:33]([CH3:36])([CH3:35])[CH3:34])=[O:31])=[O:24].[NH4+].[Cl-], predict the reaction product. (9) Given the reactants [N+:1]([C:4]1[CH:5]=[C:6]([N:16]2[CH2:21][CH2:20][O:19][CH2:18][CH2:17]2)[CH:7]=[C:8]([C:10]2[CH:15]=[CH:14][CH:13]=[CH:12][CH:11]=2)[CH:9]=1)([O-])=O, predict the reaction product. The product is: [N:16]1([C:6]2[CH:5]=[C:4]([NH2:1])[CH:9]=[C:8]([C:10]3[CH:15]=[CH:14][CH:13]=[CH:12][CH:11]=3)[CH:7]=2)[CH2:17][CH2:18][O:19][CH2:20][CH2:21]1. (10) The product is: [CH:1]1([N:4]2[C:8]3[C:9]([O:28][C@@H:29]([C@@H:31]4[CH2:35][C:34](=[O:36])[NH:33][CH2:32]4)[CH3:30])=[N:10][C:11]([C:13]4[CH:18]=[C:17]5[NH:19][C:20](=[O:27])[C:21]6([CH2:22][CH2:23][N:24]([S:38]([CH3:37])(=[O:40])=[O:39])[CH2:25][CH2:26]6)[C:16]5=[CH:15][CH:14]=4)=[CH:12][C:7]=3[N:6]=[CH:5]2)[CH2:2][CH2:3]1. Given the reactants [CH:1]1([N:4]2[C:8]3[C:9]([O:28][C@@H:29]([C@@H:31]4[CH2:35][C:34](=[O:36])[NH:33][CH2:32]4)[CH3:30])=[N:10][C:11]([C:13]4[CH:18]=[C:17]5[NH:19][C:20](=[O:27])[C:21]6([CH2:26][CH2:25][NH:24][CH2:23][CH2:22]6)[C:16]5=[CH:15][CH:14]=4)=[CH:12][C:7]=3[N:6]=[CH:5]2)[CH2:3][CH2:2]1.[CH3:37][S:38](Cl)(=[O:40])=[O:39].C(O)(C(F)(F)F)=O, predict the reaction product.